Task: Regression. Given a peptide amino acid sequence and an MHC pseudo amino acid sequence, predict their binding affinity value. This is MHC class II binding data.. Dataset: Peptide-MHC class II binding affinity with 134,281 pairs from IEDB The peptide sequence is CTSVGEEFFHQYLQS. The MHC is DRB1_0101 with pseudo-sequence DRB1_0101. The binding affinity (normalized) is 0.777.